From a dataset of Forward reaction prediction with 1.9M reactions from USPTO patents (1976-2016). Predict the product of the given reaction. (1) Given the reactants [F:1][C:2]([F:15])([F:14])[S:3]([O:6]S(C(F)(F)F)(=O)=O)(=[O:5])=[O:4].O=[C:17]1[CH:22]=[C:21]([C:23]([O:25][CH3:26])=[O:24])[CH:20]=[C:19]([C:27]2[CH:32]=[CH:31][CH:30]=[CH:29][CH:28]=2)[NH:18]1, predict the reaction product. The product is: [C:27]1([C:19]2[CH:20]=[C:21]([C:23]([O:25][CH3:26])=[O:24])[CH:22]=[C:17]([O:6][S:3]([C:2]([F:15])([F:14])[F:1])(=[O:5])=[O:4])[N:18]=2)[CH:28]=[CH:29][CH:30]=[CH:31][CH:32]=1. (2) Given the reactants [Br:1][CH2:2][CH2:3][CH2:4][C:5]([O:7][CH2:8][CH3:9])=[O:6].[C:10]1([P:16]([C:23]2[CH:28]=[CH:27][CH:26]=[CH:25][CH:24]=2)[C:17]2[CH:22]=[CH:21][CH:20]=[CH:19][CH:18]=2)[CH:15]=[CH:14][CH:13]=[CH:12][CH:11]=1, predict the reaction product. The product is: [Br-:1].[CH2:8]([O:7][C:5](=[O:6])[CH2:4][CH2:3][CH2:2][P+:16]([C:17]1[CH:18]=[CH:19][CH:20]=[CH:21][CH:22]=1)([C:23]1[CH:28]=[CH:27][CH:26]=[CH:25][CH:24]=1)[C:10]1[CH:11]=[CH:12][CH:13]=[CH:14][CH:15]=1)[CH3:9]. (3) Given the reactants [Si](OCCC1C2C(O)=C(F)C=CC=2N(C)C=1)(C(C)(C)C)(C)C.[N:23]([CH2:26][CH2:27][C:28]1[C:36]2[C:31](=[CH:32][CH:33]=[C:34]([F:45])[C:35]=2[O:37]CC2C=CC=CC=2)[N:30]([CH2:46][CH:47]2[CH2:52][CH2:51][CH2:50][CH2:49][O:48]2)[CH:29]=1)=[N+]=[N-], predict the reaction product. The product is: [NH2:23][CH2:26][CH2:27][C:28]1[C:36]2[C:35]([OH:37])=[C:34]([F:45])[CH:33]=[CH:32][C:31]=2[N:30]([CH2:46][CH:47]2[CH2:52][CH2:51][CH2:50][CH2:49][O:48]2)[CH:29]=1. (4) Given the reactants [OH:1][C:2]1[CH:3]=[CH:4][C:5]([C:8]([O:10][CH3:11])=[O:9])=[N:6][CH:7]=1.[H-].[Na+].Br[C:15]1[C:19]2[CH:20]=[CH:21][C:22]([O:24][CH3:25])=[CH:23][C:18]=2[S:17](=[O:26])[C:16]=1[C:27]1[CH:32]=[CH:31][C:30]([O:33][CH3:34])=[CH:29][CH:28]=1, predict the reaction product. The product is: [CH3:25][O:24][C:22]1[CH:21]=[CH:20][C:19]2[C:15]([O:1][C:2]3[CH:3]=[CH:4][C:5]([C:8]([O:10][CH3:11])=[O:9])=[N:6][CH:7]=3)=[C:16]([C:27]3[CH:32]=[CH:31][C:30]([O:33][CH3:34])=[CH:29][CH:28]=3)[S:17](=[O:26])[C:18]=2[CH:23]=1. (5) The product is: [Cl:1][C:2]1[CH:3]=[C:4]([N:10]2[C:14]([CH3:15])=[C:13]([O:16][C:17]3[CH:18]=[CH:19][C:20]([C:21]#[N:23])=[CH:24][CH:25]=3)[C:12]([CH3:26])=[N:11]2)[CH:5]=[CH:6][C:7]=1[C:8]#[N:9]. Given the reactants [Cl:1][C:2]1[CH:3]=[C:4]([N:10]2[C:14]([CH3:15])=[C:13]([O:16][C:17]3[CH:25]=[CH:24][C:20]([C:21]([NH2:23])=O)=[CH:19][CH:18]=3)[C:12]([CH3:26])=[N:11]2)[CH:5]=[CH:6][C:7]=1[C:8]#[N:9].N1C=CC=CC=1.C(Cl)(=O)C(Cl)=O.C(=O)([O-])O.[Na+], predict the reaction product. (6) Given the reactants [CH3:1][CH:2]([CH2:16][CH2:17][CH2:18][CH:19]([CH3:26])[CH2:20][CH2:21][CH2:22][CH:23]([CH3:25])[CH3:24])[CH2:3][CH2:4][CH2:5][CH2:6][O:7][CH2:8][C:9]([CH2:14][OH:15])([CH2:12][OH:13])[CH2:10][OH:11], predict the reaction product. The product is: [CH3:1][CH:2]([CH2:16][CH2:17][CH2:18][CH:19]([CH3:26])[CH2:20][CH2:21][CH2:22][CH:23]([CH3:25])[CH3:24])[CH2:3][CH2:4][CH2:5][CH2:6][O:7][CH2:8][C:9]([CH2:12][OH:13])([CH2:14][OH:15])[CH2:10][OH:11].[OH2:7]. (7) Given the reactants [NH2:1][C:2]1[CH:7]=[CH:6][C:5]([N:8]2[C:14](=[O:15])[CH2:13][C:12](=[O:16])[NH:11][C:10]3[C:17]4[C:22]([CH:23]=[CH:24][C:9]2=3)=[CH:21][CH:20]=[CH:19][CH:18]=4)=[CH:4][CH:3]=1.CC1C=CC=CC=1[C:28](Cl)=[S:29].O=C1CC(=O)N([C:44]2[CH:52]=[CH:51][C:47]([C:48](O)=[O:49])=[CH:46][CH:45]=2)C2C=CC3C(C=2N1)=CC=CC=3, predict the reaction product. The product is: [CH3:28][S:29][C:51]1[CH:52]=[CH:44][CH:45]=[CH:46][C:47]=1[C:48]([NH:1][C:2]1[CH:7]=[CH:6][C:5]([N:8]2[C:14](=[O:15])[CH2:13][C:12](=[O:16])[NH:11][C:10]3[C:17]4[C:22]([CH:23]=[CH:24][C:9]2=3)=[CH:21][CH:20]=[CH:19][CH:18]=4)=[CH:4][CH:3]=1)=[O:49]. (8) Given the reactants [N+:1]([C:4]1[C:5]([CH3:11])=[CH:6][C:7]([OH:10])=[CH:8][CH:9]=1)([O-:3])=[O:2].Br[CH2:13][CH2:14][Cl:15].C(=O)([O-])[O-].[K+].[K+], predict the reaction product. The product is: [Cl:15][CH2:14][CH2:13][O:10][C:7]1[CH:8]=[CH:9][C:4]([N+:1]([O-:3])=[O:2])=[C:5]([CH3:11])[CH:6]=1.